This data is from HIV replication inhibition screening data with 41,000+ compounds from the AIDS Antiviral Screen. The task is: Binary Classification. Given a drug SMILES string, predict its activity (active/inactive) in a high-throughput screening assay against a specified biological target. The compound is CCN(CC)CCNc1ccc(Cl)cc1N. The result is 0 (inactive).